Dataset: Forward reaction prediction with 1.9M reactions from USPTO patents (1976-2016). Task: Predict the product of the given reaction. (1) Given the reactants [CH3:1][N:2]([CH3:7])[CH2:3][C:4](O)=[O:5].C(N(CC)C(C)C)(C)C.F[B-](F)(F)F.N1(OC(N(C)C)=[N+](C)C)C2C=CC=CC=2N=N1.[Br:39][C:40]1[N:41]=[C:42]([CH:50]2[CH2:55][CH2:54][NH:53][CH2:52][CH2:51]2)[N:43]2[CH:48]=[CH:47][N:46]=[C:45]([CH3:49])[C:44]=12, predict the reaction product. The product is: [Br:39][C:40]1[N:41]=[C:42]([CH:50]2[CH2:55][CH2:54][N:53]([C:4](=[O:5])[CH2:3][N:2]([CH3:7])[CH3:1])[CH2:52][CH2:51]2)[N:43]2[CH:48]=[CH:47][N:46]=[C:45]([CH3:49])[C:44]=12. (2) Given the reactants [H-].[H-].[H-].[H-].[Li+].[Al+3].[CH2:7]([O:14][C:15]1[CH:25]=[CH:24][C:18]([CH:19]=[CH:20][N+:21]([O-])=O)=[CH:17][C:16]=1[O:26][CH3:27])[C:8]1[CH:13]=[CH:12][CH:11]=[CH:10][CH:9]=1.O.[OH-].[Na+], predict the reaction product. The product is: [CH2:7]([O:14][C:15]1[CH:25]=[CH:24][C:18]([CH2:19][CH2:20][NH2:21])=[CH:17][C:16]=1[O:26][CH3:27])[C:8]1[CH:13]=[CH:12][CH:11]=[CH:10][CH:9]=1.